From a dataset of Full USPTO retrosynthesis dataset with 1.9M reactions from patents (1976-2016). Predict the reactants needed to synthesize the given product. (1) Given the product [CH3:5][C:6]1[CH:14]=[CH:13][C:9]([C:10]([O:12][CH3:19])=[O:11])=[CH:8][C:7]=1[C:15]([F:16])([F:17])[F:18], predict the reactants needed to synthesize it. The reactants are: S(Cl)(Cl)=O.[CH3:5][C:6]1[CH:14]=[CH:13][C:9]([C:10]([OH:12])=[O:11])=[CH:8][C:7]=1[C:15]([F:18])([F:17])[F:16].[CH3:19]O. (2) Given the product [O:10]1[C:9]2[CH:8]=[CH:7][C:5]([NH:6][C:25]([CH:22]3[CH2:21][CH2:20][N:19]([C:15]4[CH:16]=[CH:17][CH:18]=[C:13]([C:12]([F:29])([F:11])[F:28])[CH:14]=4)[CH2:24][CH2:23]3)=[O:26])=[CH:4][C:3]=2[O:2][CH2:1]1, predict the reactants needed to synthesize it. The reactants are: [CH2:1]1[O:10][C:9]2[CH:8]=[CH:7][C:5]([NH2:6])=[CH:4][C:3]=2[O:2]1.[F:11][C:12]([F:29])([F:28])[C:13]1[CH:14]=[C:15]([N:19]2[CH2:24][CH2:23][CH:22]([C:25](O)=[O:26])[CH2:21][CH2:20]2)[CH:16]=[CH:17][CH:18]=1. (3) Given the product [C:1]([O:5][C:6]([N:8]1[CH2:12][CH2:11][S:10][CH:9]1[C:13]1[NH:62][C:16]([C:18]2[CH:19]=[CH:20][C:21]([C:24]3[CH:33]=[CH:32][C:31]4[C:26](=[CH:27][CH:28]=[C:29]([C:34]5[N:35]=[C:36]([CH:39]6[CH2:45][C:42]7([CH2:43][CH2:44]7)[CH2:41][N:40]6[C:46](=[O:56])[CH:47]([NH:51][C:52]([O:54][CH3:55])=[O:53])[CH:48]([CH3:50])[CH3:49])[NH:37][CH:38]=5)[CH:30]=4)[CH:25]=3)=[CH:22][CH:23]=2)=[CH:15][N:14]=1)=[O:7])([CH3:3])([CH3:2])[CH3:4], predict the reactants needed to synthesize it. The reactants are: [C:1]([O:5][C:6]([N:8]1[CH2:12][CH2:11][S:10][CH:9]1[C:13](=O)[NH:14][CH2:15][C:16]([C:18]1[CH:23]=[CH:22][C:21]([C:24]2[CH:33]=[CH:32][C:31]3[C:26](=[CH:27][CH:28]=[C:29]([C:34]4[N:35]=[C:36]([CH:39]5[CH2:45][C:42]6([CH2:44][CH2:43]6)[CH2:41][N:40]5[C:46](=[O:56])[CH:47]([NH:51][C:52]([O:54][CH3:55])=[O:53])[CH:48]([CH3:50])[CH3:49])[NH:37][CH:38]=4)[CH:30]=3)[CH:25]=2)=[CH:20][CH:19]=1)=O)=[O:7])([CH3:4])([CH3:3])[CH3:2].C([O-])(=O)C.[NH4+:62]. (4) Given the product [CH2:1]([C:8]1[CH:9]=[C:10]([C:26]([C:27]2[CH:32]=[N:31][C:30]([CH3:33])=[CH:29][N:28]=2)=[O:37])[CH:11]=[C:12]([Br:14])[CH:13]=1)[C:2]1[CH:3]=[CH:4][CH:5]=[CH:6][CH:7]=1, predict the reactants needed to synthesize it. The reactants are: [CH2:1]([C:8]1[CH:13]=[C:12]([Br:14])[CH:11]=[C:10](Br)[CH:9]=1)[C:2]1[CH:7]=[CH:6][CH:5]=[CH:4][CH:3]=1.[Li]CCCC.CON(C)C([CH2:26][C:27]1[CH:32]=[N:31][C:30]([CH3:33])=[CH:29][N:28]=1)=O.C([O:37]CC)C.